This data is from Reaction yield outcomes from USPTO patents with 853,638 reactions. The task is: Predict the reaction yield, written as a fraction of the theoretical maximum amount of product (1.0 means a 100% yield; for example, 0.34 means a 34% yield). (1) The yield is 0.800. The product is [CH3:13][C:2]([O:25][C:21]1[CH:22]=[CH:23][CH:24]=[C:19]([N+:16]([O-:18])=[O:17])[CH:20]=1)([C:8]([O:10][CH2:11][CH3:12])=[O:9])[C:3]([O:5][CH2:6][CH3:7])=[O:4]. The catalyst is CN(C=O)C.O. The reactants are Br[C:2]([CH3:13])([C:8]([O:10][CH2:11][CH3:12])=[O:9])[C:3]([O:5][CH2:6][CH3:7])=[O:4].[F-].[K+].[N+:16]([C:19]1[CH:20]=[C:21]([OH:25])[CH:22]=[CH:23][CH:24]=1)([O-:18])=[O:17]. (2) The reactants are [CH3:1][O:2][C:3](=[O:37])[C:4]1[CH:9]=[CH:8][C:7]([CH2:10][N:11]2[CH:15]=[C:14]([C:16]3[CH:21]=[CH:20][C:19]([Cl:22])=[CH:18][C:17]=3[Cl:23])[N:13]=[C:12]2[C:24]2[CH:29]=[CH:28][C:27]([C:30]3[CH:35]=[CH:34][C:33]([OH:36])=[CH:32][CH:31]=3)=[CH:26][CH:25]=2)=[CH:6][CH:5]=1.Br[CH2:39][CH3:40]. No catalyst specified. The product is [CH3:1][O:2][C:3](=[O:37])[C:4]1[CH:9]=[CH:8][C:7]([CH2:10][N:11]2[CH:15]=[C:14]([C:16]3[CH:21]=[CH:20][C:19]([Cl:22])=[CH:18][C:17]=3[Cl:23])[N:13]=[C:12]2[C:24]2[CH:29]=[CH:28][C:27]([C:30]3[CH:31]=[CH:32][C:33]([O:36][CH2:39][CH3:40])=[CH:34][CH:35]=3)=[CH:26][CH:25]=2)=[CH:6][CH:5]=1. The yield is 0.680. (3) The reactants are [CH2:1]([C:5]1[C:9]([CH2:10][O:11][C:12]2[CH:20]=[CH:19][C:15]([C:16]([OH:18])=O)=[CH:14][N:13]=2)=[CH:8][O:7][N:6]=1)[CH2:2][CH2:3][CH3:4].C(C1C(COC2C=CC(C(O)=O)=CN=2)=C(C)ON=1)CCC.[NH2:42][C@@H:43]([CH3:46])[CH2:44][OH:45]. No catalyst specified. The product is [CH2:1]([C:5]1[C:9]([CH2:10][O:11][C:12]2[CH:20]=[CH:19][C:15]([C:16]([NH:42][C@@H:43]([CH3:46])[CH2:44][OH:45])=[O:18])=[CH:14][N:13]=2)=[CH:8][O:7][N:6]=1)[CH2:2][CH2:3][CH3:4]. The yield is 0.790. (4) The reactants are [NH:1]([C:16]([O:18][CH2:19][C:20]1[CH:25]=[CH:24][CH:23]=[CH:22][CH:21]=1)=[O:17])[C@@H:2]([C:13](O)=[O:14])[CH2:3][C:4]1[C:12]2[C:7](=[CH:8][CH:9]=[CH:10][CH:11]=2)[NH:6][CH:5]=1.[NH2:26][C@H:27]([C:40]([O:42][C:43]([CH3:46])([CH3:45])[CH3:44])=[O:41])[CH2:28][CH2:29][CH2:30][CH2:31][NH:32][C:33]([O:35][C:36]([CH3:39])([CH3:38])[CH3:37])=[O:34].Cl.OC1C2N=NNC=2C=CC=1.Cl.CNC(N=C=NCC)CCNC. The catalyst is CN(C)C1C=CN=CC=1.C(Cl)Cl. The product is [NH:1]([C:16]([O:18][CH2:19][C:20]1[CH:25]=[CH:24][CH:23]=[CH:22][CH:21]=1)=[O:17])[C@@H:2]([C:13]([NH:26][C@H:27]([C:40]([O:42][C:43]([CH3:46])([CH3:45])[CH3:44])=[O:41])[CH2:28][CH2:29][CH2:30][CH2:31][NH:32][C:33]([O:35][C:36]([CH3:37])([CH3:38])[CH3:39])=[O:34])=[O:14])[CH2:3][C:4]1[C:12]2[C:7](=[CH:8][CH:9]=[CH:10][CH:11]=2)[NH:6][CH:5]=1. The yield is 1.00. (5) The reactants are [C:1]([CH2:4][N:5]1[C:9]2=[N:10][CH:11]=[CH:12][C:13]([Cl:14])=[C:8]2[C:7]([C:15]([OH:17])=O)=[CH:6]1)(=[O:3])[NH2:2].CCN(CC)CC.Cl.[F:26][C:27]1([F:35])[CH2:32][CH2:31][CH2:30][CH:29]([CH2:33][NH2:34])[CH2:28]1.C(Cl)CCl.N1(O)C2C=CC=CC=2N=N1. The catalyst is C1COCC1. The product is [F:26][C:27]1([F:35])[CH2:32][CH2:31][CH2:30][CH:29]([CH2:33][NH:34][C:15]([C:7]2[C:8]3[C:9](=[N:10][CH:11]=[CH:12][C:13]=3[Cl:14])[N:5]([CH2:4][C:1](=[O:3])[NH2:2])[CH:6]=2)=[O:17])[CH2:28]1. The yield is 0.248. (6) The reactants are Cl[N:2]1[CH:7]=[CH:6][CH:5]=[CH:4][NH:3]1.[C:8]([O:12][C:13]([N:15]1[CH2:21][CH2:20][C:19]2[C:22]([C:27]#[CH:28])=[C:23]([Cl:26])[CH:24]=[CH:25][C:18]=2[CH2:17][CH2:16]1)=[O:14])([CH3:11])([CH3:10])[CH3:9]. The yield is 0.100. The product is [C:8]([O:12][C:13]([N:15]1[CH2:21][CH2:20][C:19]2[C:22]([C:27]#[C:28][N:2]3[CH:7]=[CH:6][CH:5]=[CH:4][NH:3]3)=[C:23]([Cl:26])[CH:24]=[CH:25][C:18]=2[CH2:17][CH2:16]1)=[O:14])([CH3:11])([CH3:10])[CH3:9]. No catalyst specified. (7) The reactants are [CH3:1][C:2]([C:6]1[CH:11]=[CH:10][C:9]([N+:12]([O-:14])=[O:13])=[CH:8][C:7]=1[C:15]1[CH:16]=[N:17][CH:18]=[CH:19][CH:20]=1)([CH3:5])[CH2:3][NH2:4].[C:21](Cl)(=[O:23])[CH3:22].C(N(CC)CC)C. The catalyst is C(Cl)Cl. The product is [CH3:5][C:2]([C:6]1[CH:11]=[CH:10][C:9]([N+:12]([O-:14])=[O:13])=[CH:8][C:7]=1[C:15]1[CH:16]=[N:17][CH:18]=[CH:19][CH:20]=1)([CH3:1])[CH2:3][NH:4][C:21](=[O:23])[CH3:22]. The yield is 0.790.